Dataset: KCNQ2 potassium channel screen with 302,405 compounds. Task: Binary Classification. Given a drug SMILES string, predict its activity (active/inactive) in a high-throughput screening assay against a specified biological target. (1) The compound is O=C(N1CCC(n2nnc3c2ccc(c3)C)CC1)c1c(OCC)cccc1. The result is 0 (inactive). (2) The drug is FC(F)(F)C(=O)/C=C\N(C)C. The result is 0 (inactive). (3) The drug is O1C(OCC)C(C(C=C1C(O)=O)c1ccc(cc1)C#C)CCCO. The result is 0 (inactive). (4) The drug is Clc1c(C(=O)NC(=O)Nc2sc3c(n2)cc(OC)cc3)c(Cl)ccc1. The result is 0 (inactive). (5) The molecule is O=C1N(CC(C1)C(=O)NCCCc1ccccc1)c1cc2OCCOc2cc1. The result is 0 (inactive).